From a dataset of Full USPTO retrosynthesis dataset with 1.9M reactions from patents (1976-2016). Predict the reactants needed to synthesize the given product. (1) Given the product [CH3:4][C:2]([C:5]#[C:6][C:7](=[O:16])[C:8]#[C:9][C:10]1[CH:11]=[CH:12][CH:13]=[CH:14][CH:15]=1)([CH3:1])[CH3:3], predict the reactants needed to synthesize it. The reactants are: [CH3:1][C:2]([C:5]#[C:6][CH:7]([OH:16])[C:8]#[C:9][C:10]1[CH:15]=[CH:14][CH:13]=[CH:12][CH:11]=1)([CH3:4])[CH3:3]. (2) The reactants are: [Cl:1][CH2:2][CH2:3][CH2:4][CH2:5][N:6]1[CH:11]=[CH:10][CH:9]=[C:8]([O:12][CH3:13])[C:7]1=[O:14].[CH3:15][C:16]1[CH:25]=[CH:24][C:23]2[C:18](=[CH:19][CH:20]=[CH:21][C:22]=2[N:26]2[CH2:31][CH2:30][NH:29][CH2:28][CH2:27]2)[N:17]=1.C(N(CC)CC)C.[I-].[Na+]. Given the product [ClH:1].[CH3:13][O:12][C:8]1[C:7](=[O:14])[N:6]([CH2:5][CH2:4][CH2:3][CH2:2][N:29]2[CH2:30][CH2:31][N:26]([C:22]3[CH:21]=[CH:20][CH:19]=[C:18]4[C:23]=3[CH:24]=[CH:25][C:16]([CH3:15])=[N:17]4)[CH2:27][CH2:28]2)[CH:11]=[CH:10][CH:9]=1, predict the reactants needed to synthesize it. (3) Given the product [Cl:1][C:2]1[CH:25]=[CH:24][C:5]([CH2:6][NH:7][C:8]([C:10]2[C:11](=[O:23])[C:12]3[S:19][C:18]([CH2:20][N:29]([CH2:28][CH2:27][OH:26])[CH2:30][CH:31]([OH:38])[C:32]4[CH:37]=[CH:36][CH:35]=[CH:34][CH:33]=4)=[C:17]([CH3:22])[C:13]=3[N:14]([CH3:16])[CH:15]=2)=[O:9])=[CH:4][CH:3]=1, predict the reactants needed to synthesize it. The reactants are: [Cl:1][C:2]1[CH:25]=[CH:24][C:5]([CH2:6][NH:7][C:8]([C:10]2[C:11](=[O:23])[C:12]3[S:19][C:18]([CH2:20]Cl)=[C:17]([CH3:22])[C:13]=3[N:14]([CH3:16])[CH:15]=2)=[O:9])=[CH:4][CH:3]=1.[OH:26][CH2:27][CH2:28][NH:29][CH2:30][CH:31]([OH:38])[C:32]1[CH:37]=[CH:36][CH:35]=[CH:34][CH:33]=1.C(N(C(C)C)CC)(C)C. (4) Given the product [Cl:1][C:2]1[CH:3]=[CH:4][C:5]2[NH:11][C:10](=[S:36])[CH:9]([C:13]([O:15][CH:16]([CH3:18])[CH3:17])=[O:14])[CH2:8][CH:7]([C:19]3[CH:24]=[CH:23][CH:22]=[C:21]([O:25][CH3:26])[C:20]=3[O:27][CH3:28])[C:6]=2[CH:29]=1, predict the reactants needed to synthesize it. The reactants are: [Cl:1][C:2]1[CH:3]=[CH:4][C:5]2[NH:11][C:10](=O)[CH:9]([C:13]([O:15][CH:16]([CH3:18])[CH3:17])=[O:14])[CH2:8][CH:7]([C:19]3[CH:24]=[CH:23][CH:22]=[C:21]([O:25][CH3:26])[C:20]=3[O:27][CH3:28])[C:6]=2[CH:29]=1.C(=O)([O-])O.[Na+].P12(SP3(SP(SP(S3)(S1)=S)(=S)S2)=S)=[S:36].C(OCC)(=O)C. (5) Given the product [Cl:19][C:20]1[CH:21]=[CH:22][C:23]([O:45][C:8]2[CH:7]=[CH:6][C:5]([S:10]([NH:13][C:14]3[S:18][N:17]=[CH:16][N:15]=3)(=[O:12])=[O:11])=[CH:4][C:3]=2[C:1]#[N:2])=[C:24]([C:26]2[CH:31]=[CH:30][N:29]=[C:28]([N:32]3[CH2:33][CH2:34][N:35]([C:38]([O:40][C:41]([CH3:43])([CH3:42])[CH3:44])=[O:39])[CH2:36][CH2:37]3)[N:27]=2)[CH:25]=1, predict the reactants needed to synthesize it. The reactants are: [C:1]([C:3]1[CH:4]=[C:5]([S:10]([NH:13][C:14]2[S:18][N:17]=[CH:16][N:15]=2)(=[O:12])=[O:11])[CH:6]=[CH:7][C:8]=1F)#[N:2].[Cl:19][C:20]1[CH:21]=[CH:22][C:23]([OH:45])=[C:24]([C:26]2[CH:31]=[CH:30][N:29]=[C:28]([N:32]3[CH2:37][CH2:36][N:35]([C:38]([O:40][C:41]([CH3:44])([CH3:43])[CH3:42])=[O:39])[CH2:34][CH2:33]3)[N:27]=2)[CH:25]=1.C(=O)([O-])[O-].[K+].[K+].CS(C)=O.[Cl-].[NH4+].